Dataset: NCI-60 drug combinations with 297,098 pairs across 59 cell lines. Task: Regression. Given two drug SMILES strings and cell line genomic features, predict the synergy score measuring deviation from expected non-interaction effect. (1) Drug 1: CS(=O)(=O)CCNCC1=CC=C(O1)C2=CC3=C(C=C2)N=CN=C3NC4=CC(=C(C=C4)OCC5=CC(=CC=C5)F)Cl. Drug 2: CCC1(CC2CC(C3=C(CCN(C2)C1)C4=CC=CC=C4N3)(C5=C(C=C6C(=C5)C78CCN9C7C(C=CC9)(C(C(C8N6C)(C(=O)OC)O)OC(=O)C)CC)OC)C(=O)OC)O.OS(=O)(=O)O. Cell line: SK-MEL-28. Synergy scores: CSS=-1.81, Synergy_ZIP=1.61, Synergy_Bliss=1.76, Synergy_Loewe=-1.94, Synergy_HSA=-1.85. (2) Drug 1: CC1=C(C(CCC1)(C)C)C=CC(=CC=CC(=CC(=O)O)C)C. Synergy scores: CSS=10.1, Synergy_ZIP=1.58, Synergy_Bliss=0.677, Synergy_Loewe=-3.59, Synergy_HSA=0.331. Cell line: MALME-3M. Drug 2: CNC(=O)C1=NC=CC(=C1)OC2=CC=C(C=C2)NC(=O)NC3=CC(=C(C=C3)Cl)C(F)(F)F.